The task is: Predict the reactants needed to synthesize the given product.. This data is from Full USPTO retrosynthesis dataset with 1.9M reactions from patents (1976-2016). (1) Given the product [C:19](=[O:23])([O:20][CH2:21][CH3:22])[O:1][CH2:2][CH2:3][CH2:4][NH:5][C:6]([O:7][C:8]([CH3:9])([CH3:11])[CH3:10])=[O:12], predict the reactants needed to synthesize it. The reactants are: [OH:1][CH2:2][CH2:3][CH2:4][NH:5][C:6](=[O:12])[O:7][C:8]([CH3:11])([CH3:10])[CH3:9].N1C=CC=CC=1.[C:19](Cl)(=[O:23])[O:20][CH2:21][CH3:22]. (2) Given the product [C:1]([O:20][CH3:21])(=[O:19])[CH2:2][CH2:3][CH2:4][CH2:5][CH2:6][CH2:7][CH2:8][CH2:9][CH2:10][CH2:11][CH2:12][CH2:13][CH2:14][CH2:15][C:16]([O:18][N:31]1[C:27](=[O:41])[CH2:28][CH2:29][C:30]1=[O:40])=[O:17], predict the reactants needed to synthesize it. The reactants are: [C:1]([O:20][CH3:21])(=[O:19])[CH2:2][CH2:3][CH2:4][CH2:5][CH2:6][CH2:7][CH2:8][CH2:9][CH2:10][CH2:11][CH2:12][CH2:13][CH2:14][CH2:15][C:16]([O-:18])=[O:17].F[B-](F)(F)F.[C:27]1(=[O:41])[N:31](OC(N(C)C)=[N+](C)C)[C:30](=[O:40])[CH2:29][CH2:28]1.C(N(CC)C(C)C)(C)C. (3) The reactants are: [NH2:1][C:2]1[CH:7]=[C:6]([CH3:8])[N:5]=[C:4]([CH3:9])[C:3]=1[CH:10]=O.C[O-].[Na+].[C:15]1([CH2:21][C:22]#[N:23])[CH:20]=[CH:19][CH:18]=[CH:17][CH:16]=1. Given the product [CH3:9][C:4]1[N:5]=[C:6]([CH3:8])[CH:7]=[C:2]2[C:3]=1[CH:10]=[C:21]([C:15]1[CH:20]=[CH:19][CH:18]=[CH:17][CH:16]=1)[C:22]([NH2:23])=[N:1]2, predict the reactants needed to synthesize it. (4) Given the product [CH3:25][O:26][C:27]([C:29]1[CH:34]=[N:33][C:32]([N:22]2[CH2:23][CH2:24][CH:19]([N:5]([CH:2]3[CH2:4][CH2:3]3)[C:6](=[O:18])[C:7]3[CH:8]=[CH:9][C:10]([C:13]4[O:17][CH:16]=[N:15][CH:14]=4)=[CH:11][CH:12]=3)[CH2:20][CH2:21]2)=[CH:31][N:30]=1)=[O:28], predict the reactants needed to synthesize it. The reactants are: Cl.[CH:2]1([N:5]([CH:19]2[CH2:24][CH2:23][NH:22][CH2:21][CH2:20]2)[C:6](=[O:18])[C:7]2[CH:12]=[CH:11][C:10]([C:13]3[O:17][CH:16]=[N:15][CH:14]=3)=[CH:9][CH:8]=2)[CH2:4][CH2:3]1.[CH3:25][O:26][C:27]([C:29]1[CH:34]=[N:33][C:32](Cl)=[CH:31][N:30]=1)=[O:28]. (5) Given the product [F:1][C:2]1[CH:7]=[C:6]([F:8])[CH:5]=[CH:4][C:3]=1[C:9]1[CH:14]=[CH:13][C:12]([C@@H:15]([N:17]2[CH2:22][CH2:21][C@:20]([CH2:30][CH2:31][C:32]#[N:34])([C:23]3[CH:28]=[CH:27][C:26]([F:29])=[CH:25][CH:24]=3)[O:19][C:18]2=[O:35])[CH3:16])=[CH:11][CH:10]=1, predict the reactants needed to synthesize it. The reactants are: [F:1][C:2]1[CH:7]=[C:6]([F:8])[CH:5]=[CH:4][C:3]=1[C:9]1[CH:14]=[CH:13][C:12]([C@@H:15]([N:17]2[CH2:22][CH2:21][C@:20]([CH2:30][CH2:31][C:32]([NH2:34])=O)([C:23]3[CH:28]=[CH:27][C:26]([F:29])=[CH:25][CH:24]=3)[O:19][C:18]2=[O:35])[CH3:16])=[CH:11][CH:10]=1.C(OC(C(F)(F)F)=O)(C(F)(F)F)=O. (6) Given the product [Cl:33][C:30]1[CH:29]=[CH:28][C:27]([C:25](=[O:26])[CH2:24][NH:23][C:14]([CH:10]2[O:11][CH2:12][CH2:13][N:8]([CH2:7][C:1]3[CH:2]=[CH:3][CH:4]=[CH:5][CH:6]=3)[CH2:9]2)=[O:16])=[CH:32][CH:31]=1, predict the reactants needed to synthesize it. The reactants are: [C:1]1([CH2:7][N:8]2[CH2:13][CH2:12][O:11][CH:10]([C:14]([OH:16])=O)[CH2:9]2)[CH:6]=[CH:5][CH:4]=[CH:3][CH:2]=1.C(Cl)(=O)C(Cl)=O.[NH2:23][CH2:24][C:25]([C:27]1[CH:32]=[CH:31][C:30]([Cl:33])=[CH:29][CH:28]=1)=[O:26].C(N(CC)CC)C. (7) Given the product [CH2:1]([O:9][C:10]1[CH:11]=[CH:12][C:13]([C:14]2[NH:20][N:19]=[N:18][N:15]=2)=[CH:16][CH:17]=1)[CH2:2][CH2:3][CH2:4][CH2:5][CH2:6][CH2:7][CH3:8], predict the reactants needed to synthesize it. The reactants are: [CH2:1]([O:9][C:10]1[CH:17]=[CH:16][C:13]([C:14]#[N:15])=[CH:12][CH:11]=1)[CH2:2][CH2:3][CH2:4][CH2:5][CH2:6][CH2:7][CH3:8].[N-:18]=[N+:19]=[N-:20].[Na+].[Cl-].[NH4+].Cl. (8) The reactants are: [I:1][C:2]1[CH:19]=[CH:18][C:5]([C:6]([NH:8][NH:9][C:10](=[O:17])[CH2:11][C:12]([O:14][CH2:15][CH3:16])=[O:13])=O)=[CH:4][CH:3]=1. Given the product [I:1][C:2]1[CH:19]=[CH:18][C:5]([C:6]2[O:17][C:10]([CH2:11][C:12]([O:14][CH2:15][CH3:16])=[O:13])=[N:9][N:8]=2)=[CH:4][CH:3]=1, predict the reactants needed to synthesize it. (9) Given the product [CH2:1]([O:8][CH2:9][C@H:10]1[CH2:19][C@@:18]23[CH2:20][CH2:21][C@:11]1([O:36][CH3:37])[C@@H:12]1[O:29][C:27]4=[C:28]5[C@@:13]12[CH2:14][CH2:15][N:16]([CH2:32][CH:33]1[CH2:34][CH2:35]1)[C@@H:17]3[CH2:22][C:23]5=[CH:24][CH:25]=[C:26]4[C:30]1[N:38]=[N:39][NH:40][N:31]=1)[C:2]1[CH:3]=[CH:4][CH:5]=[CH:6][CH:7]=1, predict the reactants needed to synthesize it. The reactants are: [CH2:1]([O:8][CH2:9][C@H:10]1[CH2:19][C@@:18]23[CH2:20][CH2:21][C@:11]1([O:36][CH3:37])[C@@H:12]1[O:29][C:27]4=[C:28]5[C@@:13]12[CH2:14][CH2:15][N:16]([CH2:32][CH:33]1[CH2:35][CH2:34]1)[C@@H:17]3[CH2:22][C:23]5=[CH:24][CH:25]=[C:26]4[C:30]#[N:31])[C:2]1[CH:7]=[CH:6][CH:5]=[CH:4][CH:3]=1.[N-:38]=[N+:39]=[N-:40].[Na+].[NH4+].[Cl-].